Task: Predict the product of the given reaction.. Dataset: Forward reaction prediction with 1.9M reactions from USPTO patents (1976-2016) (1) Given the reactants C(N=C=O)CCCCC[N:7]=[C:8]=[O:9].[NH2:13][CH:14]1[CH2:21][CH2:20][CH2:19][CH2:18][NH:17][C:15]1=[O:16], predict the reaction product. The product is: [O:16]=[C:15]1[CH:14]([NH:13][C:8](=[O:9])[NH2:7])[CH2:21][CH2:20][CH2:19][CH2:18][NH:17]1. (2) Given the reactants C[Si]([N-][Si](C)(C)C)(C)C.[Na+].[Br-].[CH3:12][O:13][CH2:14][CH2:15][CH2:16][P+](C1C=CC=CC=1)(C1C=CC=CC=1)C1C=CC=CC=1.[Br:36][C:37]1[CH:38]=[CH:39][C:40]([O:45][CH3:46])=[C:41]([CH:44]=1)[CH:42]=O.[NH4+].[Cl-], predict the reaction product. The product is: [Br:36][C:37]1[CH:38]=[CH:39][C:40]([O:45][CH3:46])=[C:41]([CH:42]=[CH:16][CH2:15][CH2:14][O:13][CH3:12])[CH:44]=1. (3) Given the reactants [Cl:1][C:2]1[CH:7]=[CH:6][CH:5]=[C:4]([Cl:8])[C:3]=1[C:9]1[N:10]([C:18]2[CH:23]=[CH:22][C:21]([C:24]3[CH:29]=[CH:28][CH:27]=[C:26]([S:30]([CH3:33])(=[O:32])=[O:31])[CH:25]=3)=[CH:20][CH:19]=2)[CH:11]=[C:12]([C:14](O)([CH3:16])[CH3:15])[N:13]=1.C1(C)C=CC=CC=1, predict the reaction product. The product is: [Cl:8][C:4]1[CH:5]=[CH:6][CH:7]=[C:2]([Cl:1])[C:3]=1[C:9]1[N:10]([C:18]2[CH:23]=[CH:22][C:21]([C:24]3[CH:29]=[CH:28][CH:27]=[C:26]([S:30]([CH3:33])(=[O:32])=[O:31])[CH:25]=3)=[CH:20][CH:19]=2)[CH:11]=[C:12]([C:14]([CH3:16])=[CH2:15])[N:13]=1. (4) The product is: [CH2:1]([N:3]1[C:15]2[CH:14]=[CH:13][C:12]([C:26]3[S:30][CH:29]=[N:28][CH:27]=3)=[CH:11][C:10]=2[C:9]2[C:4]1=[CH:5][CH:6]=[CH:7][CH:8]=2)[CH3:2]. Given the reactants [CH2:1]([N:3]1[C:15]2[CH:14]=[CH:13][C:12](B3OC(C)(C)C(C)(C)O3)=[CH:11][C:10]=2[C:9]2[C:4]1=[CH:5][CH:6]=[CH:7][CH:8]=2)[CH3:2].Br[C:26]1[S:30][CH:29]=[N:28][CH:27]=1.C(=O)([O-])[O-].[K+].[K+], predict the reaction product. (5) Given the reactants [C:1]1([CH3:15])[CH:6]=[CH:5][C:4]([NH:7][C:8]2[CH:13]=[CH:12][C:11]([CH3:14])=[CH:10][CH:9]=2)=[CH:3][CH:2]=1.BrC1C=CC2C3=[CH:23][C:24]4[C:25]([CH3:45])([CH3:44])[C:26]5[C:31]([C:32]=4[CH:33]=[C:21]3[C:20]([CH3:50])([CH3:49])C=2C=1)=[C:30]1[CH:34]=[CH:35][CH:36]=[CH:37][C:29]1=[C:28]([C:38]1[CH:43]=[CH:42][CH:41]=[CH:40][CH:39]=1)[CH:27]=5.[C:60](P([C:60]([CH3:63])([CH3:62])[CH3:61])[C:60]([CH3:63])([CH3:62])[CH3:61])([CH3:63])([CH3:62])[CH3:61].[CH3:64][C:65](C)([O-])[CH3:66].[Na+], predict the reaction product. The product is: [CH3:45][C:25]1([CH3:44])[C:24]2[CH:23]=[C:14]3[C:11]4[CH:10]=[CH:9][C:8]([N:7]([C:65]5[CH:66]=[CH:62][C:60]([CH3:61])=[CH:63][CH:64]=5)[C:4]5[CH:3]=[CH:2][C:1]([CH3:15])=[CH:6][CH:5]=5)=[CH:13][C:12]=4[C:20]([CH3:50])([CH3:49])[C:21]3=[CH:33][C:32]=2[C:31]2[C:26]1=[CH:27][C:28]([C:38]1[CH:39]=[CH:40][CH:41]=[CH:42][CH:43]=1)=[C:29]1[CH:37]=[CH:36][CH:35]=[CH:34][C:30]1=2. (6) Given the reactants [CH:1]1([C:4]2[C:5]([O:15][C@@H:16]3[CH2:21][CH2:20][CH2:19][NH:18][CH2:17]3)=[CH:6][C:7]([F:14])=[C:8]([CH:13]=2)[C:9]([O:11][CH3:12])=[O:10])[CH2:3][CH2:2]1.[C:22]([OH:26])(=[O:25])[CH:23]=O.O.[Cl:28][C:29]1[CH:30]=[C:31](B(O)O)[CH:32]=[C:33]([Cl:35])[CH:34]=1, predict the reaction product. The product is: [CH:1]1([C:4]2[CH:13]=[C:8]([C:9]([O:11][CH3:12])=[O:10])[C:7]([F:14])=[CH:6][C:5]=2[O:15][CH:16]2[CH2:21][CH2:20][CH2:19][N:18]([C@H:23]([C:31]3[CH:30]=[C:29]([Cl:28])[CH:34]=[C:33]([Cl:35])[CH:32]=3)[C:22]([OH:26])=[O:25])[CH2:17]2)[CH2:2][CH2:3]1. (7) Given the reactants Br[C:2]1[N:7]=[CH:6][C:5]([N:8]2[CH2:14][CH2:13][CH2:12][N:11]([C:15]([O:17][C:18]([CH3:21])([CH3:20])[CH3:19])=[O:16])[CH2:10][CH2:9]2)=[CH:4][CH:3]=1.[C:22]1(B(O)O)[CH:27]=[CH:26][CH:25]=[CH:24][CH:23]=1.COCCOC.C(=O)([O-])[O-].[K+].[K+], predict the reaction product. The product is: [C:22]1([C:2]2[N:7]=[CH:6][C:5]([N:8]3[CH2:14][CH2:13][CH2:12][N:11]([C:15]([O:17][C:18]([CH3:21])([CH3:20])[CH3:19])=[O:16])[CH2:10][CH2:9]3)=[CH:4][CH:3]=2)[CH:27]=[CH:26][CH:25]=[CH:24][CH:23]=1. (8) Given the reactants [Cl:1][C:2]1[C:7]([CH:8]=[O:9])=[CH:6][N:5]=[C:4]2[N:10]([CH2:13][O:14][CH2:15][CH2:16][Si:17]([CH3:20])([CH3:19])[CH3:18])[CH:11]=[CH:12][C:3]=12.[CH2:21]([Mg]Br)[CH3:22].O1CCCC1.[Cl-].[NH4+], predict the reaction product. The product is: [Cl:1][C:2]1[C:7]([CH:8]([OH:9])[CH2:21][CH3:22])=[CH:6][N:5]=[C:4]2[N:10]([CH2:13][O:14][CH2:15][CH2:16][Si:17]([CH3:20])([CH3:19])[CH3:18])[CH:11]=[CH:12][C:3]=12.